Dataset: Full USPTO retrosynthesis dataset with 1.9M reactions from patents (1976-2016). Task: Predict the reactants needed to synthesize the given product. (1) Given the product [C:8]1([CH2:14][NH:15][CH2:16][CH2:17][NH:18][C:2]2[CH:7]=[CH:6][CH:5]=[CH:4][N:3]=2)[CH:13]=[CH:12][CH:11]=[CH:10][CH:9]=1, predict the reactants needed to synthesize it. The reactants are: Br[C:2]1[CH:7]=[CH:6][CH:5]=[CH:4][N:3]=1.[C:8]1([CH2:14][NH:15][CH2:16][CH2:17][NH2:18])[CH:13]=[CH:12][CH:11]=[CH:10][CH:9]=1. (2) The reactants are: [CH3:1][N:2](C)[C:3](Cl)=O.[CH2:7]([NH:13][C:14](=O)[CH3:15])[CH2:8][CH2:9][CH2:10]CC.[OH-].[Na+].C(=O)([O-])[O-].[Ca+2]. Given the product [CH3:1][N:2]([CH3:3])[C:14](=[N:13][CH2:7][CH2:8][CH2:9][CH3:10])[CH3:15], predict the reactants needed to synthesize it. (3) Given the product [C:36]([O:40][CH2:41][CH2:42][CH2:43][N:16]([C:13]1[CH:14]=[CH:15][C:10]([NH:9][C:8]([NH:7][C:1]2[CH:2]=[CH:3][CH:4]=[CH:5][CH:6]=2)=[O:35])=[CH:11][CH:12]=1)[S:17]([C:20]1[S:21][C:22]([C:25]2[N:29]([CH3:30])[N:28]=[C:27]([C:31]([F:32])([F:34])[F:33])[CH:26]=2)=[CH:23][CH:24]=1)(=[O:18])=[O:19])([CH3:39])([CH3:38])[CH3:37], predict the reactants needed to synthesize it. The reactants are: [C:1]1([NH:7][C:8](=[O:35])[NH:9][C:10]2[CH:15]=[CH:14][C:13]([NH:16][S:17]([C:20]3[S:21][C:22]([C:25]4[N:29]([CH3:30])[N:28]=[C:27]([C:31]([F:34])([F:33])[F:32])[CH:26]=4)=[CH:23][CH:24]=3)(=[O:19])=[O:18])=[CH:12][CH:11]=2)[CH:6]=[CH:5][CH:4]=[CH:3][CH:2]=1.[C:36]([O:40][CH2:41][CH2:42][CH2:43]O)([CH3:39])([CH3:38])[CH3:37]. (4) Given the product [CH3:1][O:2][C:3]([C:5]1[N:6]([CH2:20][CH2:21][C:22]2[CH:27]=[CH:26][CH:25]=[CH:24][CH:23]=2)[N:7]=[CH:8][C:9]=1[N+:10]([O-:12])=[O:11])=[O:4], predict the reactants needed to synthesize it. The reactants are: [CH3:1][O:2][C:3]([C:5]1[C:9]([N+:10]([O-:12])=[O:11])=[CH:8][NH:7][N:6]=1)=[O:4].C(=O)([O-])[O-].[Cs+].[Cs+].Br[CH2:20][CH2:21][C:22]1[CH:27]=[CH:26][CH:25]=[CH:24][CH:23]=1. (5) Given the product [NH2:8][C:5]1[N:4]=[C:3]([C:9]2[N:10]([CH:15]([CH3:17])[CH3:16])[C:11]([CH3:14])=[N:12][CH:13]=2)[C:2]([C:18]#[N:19])=[CH:7][N:6]=1, predict the reactants needed to synthesize it. The reactants are: I[C:2]1[C:3]([C:9]2[N:10]([CH:15]([CH3:17])[CH3:16])[C:11]([CH3:14])=[N:12][CH:13]=2)=[N:4][C:5]([NH2:8])=[N:6][CH:7]=1.[C:18]([Cu])#[N:19].[OH-].[Na+].